From a dataset of Reaction yield outcomes from USPTO patents with 853,638 reactions. Predict the reaction yield, written as a fraction of the theoretical maximum amount of product (1.0 means a 100% yield; for example, 0.34 means a 34% yield). The reactants are [F:1][C:2]([F:7])([F:6])[C:3]([OH:5])=[O:4].FC(F)(F)C(O)=O.[Cl:15][C:16]1[CH:17]=[N:18][C:19]2[NH:20][C:21]3[CH:22]=[CH:23][CH:24]=[C:25]([CH:38]=3)[CH2:26][CH2:27][C:28]3[CH:36]=[C:32]([NH:33][C:34]=1[N:35]=2)[CH:31]=[C:30]([NH2:37])[CH:29]=3.[F:39][C:40]1[CH:45]=[CH:44][CH:43]=[C:42]([N:46]=[C:47]=[O:48])[CH:41]=1. No catalyst specified. The product is [F:1][C:2]([F:7])([F:6])[C:3]([OH:5])=[O:4].[Cl:15][C:16]1[CH:17]=[N:18][C:19]2[NH:20][C:21]3[CH:22]=[CH:23][CH:24]=[C:25]([CH:38]=3)[CH2:26][CH2:27][C:28]3[CH:36]=[C:32]([NH:33][C:34]=1[N:35]=2)[CH:31]=[C:30]([NH:37][C:47]([NH:46][C:42]1[CH:43]=[CH:44][CH:45]=[C:40]([F:39])[CH:41]=1)=[O:48])[CH:29]=3. The yield is 0.490.